This data is from hERG Central: cardiac toxicity at 1µM, 10µM, and general inhibition. The task is: Predict hERG channel inhibition at various concentrations. (1) The compound is CN(CCCCCCCCC(=O)/C=N/O)Cc1ccccc1.Cl. Results: hERG_inhib (hERG inhibition (general)): blocker. (2) The compound is COc1ccc(C)cc1NC(=O)C1CCCN1S(=O)(=O)c1ccc2c(c1)CCC(=O)N2. Results: hERG_inhib (hERG inhibition (general)): blocker. (3) The molecule is Cc1c(CC(=O)N2C[C@@H]3C[C@H](C2)Cn2c3cccc2=O)c(=O)oc2cc3occ(C(C)(C)C)c3cc12. Results: hERG_inhib (hERG inhibition (general)): blocker. (4) Results: hERG_inhib (hERG inhibition (general)): blocker. The compound is CCOC(=O)N1CCN(C(=O)COc2cccc3c2CCN(Cc2cccc(C)c2)C3=O)CC1. (5) The drug is CN(C)CC(O)COc1ccc(-c2ccc(C#N)cc2)cc1. Results: hERG_inhib (hERG inhibition (general)): blocker. (6) The molecule is CCOc1ccc(S(=O)(=O)Nc2cccc(C(=O)NCC3(N4CCCCC4)CCCCC3)c2)cc1. Results: hERG_inhib (hERG inhibition (general)): blocker. (7) The drug is Cc1nn(CC(=O)Nc2ccc(Cl)c(S(=O)(=O)N(C)C)c2)c(C)c1[N+](=O)[O-]. Results: hERG_inhib (hERG inhibition (general)): blocker.